Dataset: Peptide-MHC class I binding affinity with 185,985 pairs from IEDB/IMGT. Task: Regression. Given a peptide amino acid sequence and an MHC pseudo amino acid sequence, predict their binding affinity value. This is MHC class I binding data. (1) The peptide sequence is KMVGTVQRV. The MHC is HLA-B08:01 with pseudo-sequence HLA-B08:01. The binding affinity (normalized) is 0.0847. (2) The peptide sequence is MSDMSSKN. The MHC is H-2-Db with pseudo-sequence H-2-Db. The binding affinity (normalized) is 0. (3) The peptide sequence is AYQPTRWFI. The MHC is HLA-B07:02 with pseudo-sequence HLA-B07:02. The binding affinity (normalized) is 0.0847. (4) The peptide sequence is NSESGNSRY. The MHC is HLA-A01:01 with pseudo-sequence HLA-A01:01. The binding affinity (normalized) is 0.949.